Dataset: Reaction yield outcomes from USPTO patents with 853,638 reactions. Task: Predict the reaction yield, written as a fraction of the theoretical maximum amount of product (1.0 means a 100% yield; for example, 0.34 means a 34% yield). The reactants are [CH3:1][O:2][C:3]1[CH:21]=[C:20]([O:22][CH3:23])[CH:19]=[CH:18][C:4]=1[CH2:5][N:6]1[C:14](=[O:15])[C:13]2[C:8](=[CH:9][CH:10]=[CH:11][C:12]=2[OH:16])[C:7]1=[O:17].Cl[CH2:25][CH2:26][CH2:27][N:28]1[CH2:33][CH2:32][O:31][CH2:30][CH2:29]1.C(=O)([O-])[O-].[K+].[K+]. The catalyst is CN(C=O)C.C(OCC)(=O)C. The product is [CH3:1][O:2][C:3]1[CH:21]=[C:20]([O:22][CH3:23])[CH:19]=[CH:18][C:4]=1[CH2:5][N:6]1[C:14](=[O:15])[C:13]2[C:8](=[CH:9][CH:10]=[CH:11][C:12]=2[O:16][CH2:25][CH2:26][CH2:27][N:28]2[CH2:33][CH2:32][O:31][CH2:30][CH2:29]2)[C:7]1=[O:17]. The yield is 0.680.